The task is: Predict which catalyst facilitates the given reaction.. This data is from Catalyst prediction with 721,799 reactions and 888 catalyst types from USPTO. (1) Reactant: [O:1]1[CH:5]=[CH:4][CH:3]=[C:2]1[CH2:6][CH2:7][C:8](O)=[O:9].B. Product: [O:1]1[CH:5]=[CH:4][CH:3]=[C:2]1[CH2:6][CH2:7][CH2:8][OH:9]. The catalyst class is: 1. (2) Reactant: [NH2:1][C:2]1[N:7]=[C:6](Cl)[C:5]([CH:9]=[O:10])=[C:4]([Cl:11])[N:3]=1.[CH2:12]([NH2:17])[CH2:13][CH2:14][CH2:15][CH3:16]. Product: [NH2:1][C:2]1[N:3]=[C:4]([Cl:11])[C:5]([CH:9]=[O:10])=[C:6]([NH:17][CH2:12][CH2:13][CH2:14][CH2:15][CH3:16])[N:7]=1. The catalyst class is: 5. (3) Reactant: [F:1][C:2]([F:10])([F:9])[C:3]([OH:8])([CH3:7])[C:4](O)=[O:5].CN(C(ON1N=NC2C=CC=NC1=2)=[N+](C)C)C.F[P-](F)(F)(F)(F)F.CCN(C(C)C)C(C)C.[NH2:44][C:45]1[C:46]([C:55]([NH:57][NH2:58])=[O:56])=[N:47][CH:48]=[C:49]([C:51]([F:54])([F:53])[F:52])[CH:50]=1. Product: [NH2:44][C:45]1[C:46]([C:55]([NH:57][NH:58][C:4](=[O:5])[C:3]([OH:8])([CH3:7])[C:2]([F:10])([F:9])[F:1])=[O:56])=[N:47][CH:48]=[C:49]([C:51]([F:53])([F:52])[F:54])[CH:50]=1. The catalyst class is: 179. (4) Reactant: Cl.[C:2]([C:4]1[CH:5]=[C:6]2[C:10](=[CH:11][CH:12]=1)[NH:9][CH:8]=[C:7]2[CH2:13][CH2:14][CH2:15][CH2:16][N:17]1[CH2:22][CH2:21][N:20]([C:23]2[CH:24]=[CH:25][C:26]3[O:30][C:29]([C:31]([O:33]CC)=O)=[CH:28][C:27]=3[CH:36]=2)[CH2:19][CH2:18]1)#[N:3].C([NH2:39])=O.CC[O-].[Na+].O. Product: [C:2]([C:4]1[CH:5]=[C:6]2[C:10](=[CH:11][CH:12]=1)[NH:9][CH:8]=[C:7]2[CH2:13][CH2:14][CH2:15][CH2:16][N:17]1[CH2:22][CH2:21][N:20]([C:23]2[CH:24]=[CH:25][C:26]3[O:30][C:29]([C:31]([NH2:39])=[O:33])=[CH:28][C:27]=3[CH:36]=2)[CH2:19][CH2:18]1)#[N:3]. The catalyst class is: 1.